This data is from Full USPTO retrosynthesis dataset with 1.9M reactions from patents (1976-2016). The task is: Predict the reactants needed to synthesize the given product. (1) Given the product [Cl:1][C:2]1[CH:9]=[C:8]([S:11][CH2:12][CH2:13][CH2:14][OH:15])[CH:7]=[CH:6][C:3]=1[C:4]#[N:5], predict the reactants needed to synthesize it. The reactants are: [Cl:1][C:2]1[CH:9]=[C:8](F)[CH:7]=[CH:6][C:3]=1[C:4]#[N:5].[SH:11][CH2:12][CH2:13][CH2:14][OH:15]. (2) Given the product [CH:15]1([CH2:18][CH2:19][NH:20][C:21]([C:23]2[N:24]=[N:25][C:26]([N:29]3[CH2:34][CH2:33][N:32]([C:7](=[O:8])[C:6]4[CH:10]=[C:2]([Cl:1])[CH:3]=[CH:4][C:5]=4[C:11]([F:14])([F:13])[F:12])[CH2:31][CH2:30]3)=[CH:27][CH:28]=2)=[O:22])[CH2:17][CH2:16]1, predict the reactants needed to synthesize it. The reactants are: [Cl:1][C:2]1[CH:3]=[CH:4][C:5]([C:11]([F:14])([F:13])[F:12])=[C:6]([CH:10]=1)[C:7](Cl)=[O:8].[CH:15]1([CH2:18][CH2:19][NH:20][C:21]([C:23]2[N:24]=[N:25][C:26]([N:29]3[CH2:34][CH2:33][NH:32][CH2:31][CH2:30]3)=[CH:27][CH:28]=2)=[O:22])[CH2:17][CH2:16]1. (3) Given the product [C:18]([CH2:20][CH2:21][C:22]([CH3:27])([CH3:26])[C:23]([NH:15][CH2:14][C:13]([C:11]1[N:12]=[C:8]([C:5]2[CH:4]=[CH:3][C:2]([F:1])=[CH:7][CH:6]=2)[O:9][CH:10]=1)([CH3:17])[CH3:16])=[O:24])#[N:19], predict the reactants needed to synthesize it. The reactants are: [F:1][C:2]1[CH:7]=[CH:6][C:5]([C:8]2[O:9][CH:10]=[C:11]([C:13]([CH3:17])([CH3:16])[CH2:14][NH2:15])[N:12]=2)=[CH:4][CH:3]=1.[C:18]([CH2:20][CH2:21][C:22]([CH3:27])([CH3:26])[C:23](O)=[O:24])#[N:19]. (4) The reactants are: [CH3:1][O:2]/[N:3]=[C:4](/[C:15]1[CH:20]=[CH:19][CH:18]=[CH:17][CH:16]=1)\[CH2:5][O:6][C:7]1[CH:12]=[CH:11][C:10]([CH2:13][OH:14])=[CH:9][CH:8]=1.[C:21]([C:23]([C:31]1[CH:36]=[CH:35][C:34](O)=[CH:33][CH:32]=1)([CH3:30])[CH2:24][C:25]([O:27]CC)=[O:26])#[N:22]. Given the product [C:21]([C:23]([C:31]1[CH:36]=[CH:35][C:34]([O:14][CH2:13][C:10]2[CH:11]=[CH:12][C:7]([O:6][CH2:5]/[C:4](=[N:3]\[O:2][CH3:1])/[C:15]3[CH:20]=[CH:19][CH:18]=[CH:17][CH:16]=3)=[CH:8][CH:9]=2)=[CH:33][CH:32]=1)([CH3:30])[CH2:24][C:25]([OH:27])=[O:26])#[N:22], predict the reactants needed to synthesize it. (5) Given the product [NH2:1][S:2]([C:5]1[CH:10]=[CH:9][C:8]([N:11]2[C:15]([CH2:16][C:17]3[CH:22]=[CH:21][CH:20]=[C:19]([CH3:23])[CH:18]=3)=[CH:14][C:13]([C:24]([OH:26])=[O:25])=[N:12]2)=[C:7]([F:29])[CH:6]=1)(=[O:4])=[O:3], predict the reactants needed to synthesize it. The reactants are: [NH2:1][S:2]([C:5]1[CH:10]=[CH:9][C:8]([N:11]2[C:15]([CH2:16][C:17]3[CH:22]=[CH:21][CH:20]=[C:19]([CH3:23])[CH:18]=3)=[CH:14][C:13]([C:24]([O:26]CC)=[O:25])=[N:12]2)=[C:7]([F:29])[CH:6]=1)(=[O:4])=[O:3].[OH-].[Na+]. (6) Given the product [Cl:23][CH2:18][C:17]1[C:8]([C:3]2[CH:4]=[CH:5][CH:6]=[CH:7][C:2]=2[F:1])=[N:9][C:10]2[C:15]([CH:16]=1)=[CH:14][CH:13]=[CH:12][C:11]=2[CH3:20], predict the reactants needed to synthesize it. The reactants are: [F:1][C:2]1[CH:7]=[CH:6][CH:5]=[CH:4][C:3]=1[C:8]1[C:17]([CH2:18]O)=[CH:16][C:15]2[C:10](=[C:11]([CH3:20])[CH:12]=[CH:13][CH:14]=2)[N:9]=1.O=S(Cl)[Cl:23]. (7) Given the product [Si:19]([O:18][CH2:17][C@@H:12]1[CH2:13][C@@H:14]([OH:16])[CH2:15][NH:11]1)([C:22]([CH3:25])([CH3:24])[CH3:23])([CH3:21])[CH3:20], predict the reactants needed to synthesize it. The reactants are: C(OC([N:11]1[CH2:15][C@H:14]([OH:16])[CH2:13][C@H:12]1[CH2:17][O:18][Si:19]([C:22]([CH3:25])([CH3:24])[CH3:23])([CH3:21])[CH3:20])=O)C1C=CC=CC=1.O[C@H]1[C@@H]2CC(=C)CN2C(=O)C2C=C(I)C=CC=2N1NC(OCC(Cl)(Cl)Cl)=O.C(OC(N1C[C@H](O)C[C@H]1CO[Si](C(C)(C)C)(C)C)=O)C=C. (8) Given the product [OH:1][C:2]1[CH:9]=[CH:8][C:5]([CH:6]=[C:16]2[NH:10][C:11](=[O:12])[NH:13][C:14]2=[O:15])=[CH:4][CH:3]=1, predict the reactants needed to synthesize it. The reactants are: [OH:1][C:2]1[CH:9]=[CH:8][C:5]([CH:6]=O)=[CH:4][CH:3]=1.[NH:10]1[CH2:16][C:14](=[O:15])[NH:13][C:11]1=[O:12].O.N. (9) The reactants are: [C:1]([C:3]1[CH:8]=[CH:7][CH:6]=[CH:5][C:4]=1[C:9]1[CH:14]=[CH:13][C:12]([CH2:15][C:16]2[C:17](=[O:44])[N:18]([C@H:28]3[CH2:33][CH2:32][C@H:31]([O:34][CH:35]([CH2:41][CH2:42][OH:43])[C:36]([O:38][CH2:39][CH3:40])=[O:37])[CH2:30][CH2:29]3)[C:19]3[N:20]([N:25]=[CH:26][N:27]=3)[C:21]=2[CH2:22][CH2:23][CH3:24])=[CH:11][CH:10]=1)#[N:2].[CH3:45][C:46]1[CH:51]=[CH:50][C:49]([S:52](Cl)(=[O:54])=[O:53])=[CH:48][CH:47]=1.Cl. Given the product [C:1]([C:3]1[CH:8]=[CH:7][CH:6]=[CH:5][C:4]=1[C:9]1[CH:14]=[CH:13][C:12]([CH2:15][C:16]2[C:17](=[O:44])[N:18]([C@H:28]3[CH2:33][CH2:32][C@H:31]([O:34][CH:35]([CH2:41][CH2:42][O:43][S:52]([C:49]4[CH:50]=[CH:51][C:46]([CH3:45])=[CH:47][CH:48]=4)(=[O:54])=[O:53])[C:36]([O:38][CH2:39][CH3:40])=[O:37])[CH2:30][CH2:29]3)[C:19]3[N:20]([N:25]=[CH:26][N:27]=3)[C:21]=2[CH2:22][CH2:23][CH3:24])=[CH:11][CH:10]=1)#[N:2], predict the reactants needed to synthesize it. (10) Given the product [Cl:1][C:2]1[N:6]([CH2:18][C:19](=[O:26])[CH2:20][CH2:21][CH2:22][CH2:23][CH2:24][CH3:25])[C:5]2[CH:7]=[CH:8][CH:9]=[CH:10][C:4]=2[N:3]=1, predict the reactants needed to synthesize it. The reactants are: [Cl:1][C:2]1[NH:3][C:4]2[CH:10]=[CH:9][CH:8]=[CH:7][C:5]=2[N:6]=1.C(=O)([O-])[O-].[Cs+].[Cs+].Br[CH2:18][C:19](=[O:26])[CH2:20][CH2:21][CH2:22][CH2:23][CH2:24][CH3:25].O.